From a dataset of Forward reaction prediction with 1.9M reactions from USPTO patents (1976-2016). Predict the product of the given reaction. (1) Given the reactants [CH3:1][O:2][C:3]([C@H:5]1[CH2:10][CH2:9][C@H:8]([CH2:11][NH:12][C:13]2[CH:18]=[C:17]([O:19][CH3:20])[C:16]([F:21])=[CH:15][C:14]=2[N+:22]([O-])=O)[CH2:7][CH2:6]1)=[O:4].[H][H], predict the reaction product. The product is: [CH3:1][O:2][C:3]([C@H:5]1[CH2:10][CH2:9][C@H:8]([CH2:11][NH:12][C:13]2[CH:18]=[C:17]([O:19][CH3:20])[C:16]([F:21])=[CH:15][C:14]=2[NH2:22])[CH2:7][CH2:6]1)=[O:4]. (2) Given the reactants [N+:1]([C:4]1[CH:5]=[C:6]2[C:14](=[CH:15][CH:16]=1)[NH:13][C:12]1[CH2:11][CH2:10][CH2:9][CH2:8][C:7]2=1)([O-:3])=[O:2].C(=O)([O-])[O-].[K+].[K+].Br[CH2:24][CH:25]([CH3:27])[CH3:26].O, predict the reaction product. The product is: [CH2:24]([N:13]1[C:12]2[CH2:11][CH2:10][CH2:9][CH2:8][C:7]=2[C:6]2[C:14]1=[CH:15][CH:16]=[C:4]([N+:1]([O-:3])=[O:2])[CH:5]=2)[CH:25]([CH3:27])[CH3:26]. (3) Given the reactants Cl.[CH2:2]([O:9][C:10]1[CH:15]=[CH:14][C:13]([NH:16][C:17]2[C:26]3[C:21](=[CH:22][CH:23]=[C:24]([C:27]4[O:31][C:30]([CH:32]=O)=[CH:29][CH:28]=4)[CH:25]=3)[N:20]=[CH:19][N:18]=2)=[CH:12][CH:11]=1)[C:3]1[CH:8]=[CH:7][CH:6]=[CH:5][CH:4]=1.Cl.[NH2:35][CH2:36][CH2:37][S:38]([NH2:41])(=[O:40])=[O:39].Cl, predict the reaction product. The product is: [CH2:2]([O:9][C:10]1[CH:15]=[CH:14][C:13]([NH:16][C:17]2[C:26]3[C:21](=[CH:22][CH:23]=[C:24]([C:27]4[O:31][C:30]([CH2:32][NH:35][CH2:36][CH2:37][S:38]([NH2:41])(=[O:40])=[O:39])=[CH:29][CH:28]=4)[CH:25]=3)[N:20]=[CH:19][N:18]=2)=[CH:12][CH:11]=1)[C:3]1[CH:4]=[CH:5][CH:6]=[CH:7][CH:8]=1. (4) Given the reactants CN(C)[CH:3]=[C:4]1[C:9](=O)[CH:8]([C:11]2[CH:16]=[CH:15][CH:14]=[C:13]([C:17]([F:20])([F:19])[F:18])[CH:12]=2)[CH2:7][CH2:6][CH2:5]1.[N+]([O-])(O)=O.[N+]([O-])(O)=O.[CH3:30][O:31][C:32]1[CH:33]=[C:34]([NH:44][C:45]([NH2:47])=[NH:46])[CH:35]=[CH:36][C:37]=1[N:38]1[CH:42]=[C:41]([CH3:43])[N:40]=[CH:39]1, predict the reaction product. The product is: [CH3:30][O:31][C:32]1[CH:33]=[C:34]([NH:44][C:45]2[N:47]=[CH:3][C:4]3[CH2:5][CH2:6][CH2:7][CH:8]([C:11]4[CH:16]=[CH:15][CH:14]=[C:13]([C:17]([F:18])([F:20])[F:19])[CH:12]=4)[C:9]=3[N:46]=2)[CH:35]=[CH:36][C:37]=1[N:38]1[CH:42]=[C:41]([CH3:43])[N:40]=[CH:39]1. (5) Given the reactants CC1(C)C(C)(C)OB([C:9]2[CH:10]=[C:11]3[CH:17]=[CH:16][NH:15][C:12]3=[N:13][CH:14]=2)O1.[CH2:19]([NH:21][C:22]([C:24]1[CH:29]=[CH:28][C:27](Br)=[CH:26][N:25]=1)=[O:23])[CH3:20].O, predict the reaction product. The product is: [CH2:19]([NH:21][C:22]([C:24]1[CH:29]=[CH:28][C:27]([C:9]2[CH:10]=[C:11]3[CH:17]=[CH:16][NH:15][C:12]3=[N:13][CH:14]=2)=[CH:26][N:25]=1)=[O:23])[CH3:20]. (6) Given the reactants [OH:1][C:2]1[CH:11]=[C:10]([O:12][C:13](=[O:18])[C:14]([CH3:17])([CH3:16])[CH3:15])[CH:9]=[C:8]2[C:3]=1[C:4]([CH2:20][CH2:21][CH3:22])=[CH:5][C:6](=[O:19])[O:7]2.C(=O)([O-])[O-].[K+].[K+].Cl[C:30]([CH3:34])([CH3:33])[C:31]#[CH:32], predict the reaction product. The product is: [CH3:33][C:30]1([CH3:34])[O:1][C:2]2[C:3]3[C:4]([CH2:20][CH2:21][CH3:22])=[CH:5][C:6](=[O:19])[O:7][C:8]=3[CH:9]=[C:10]([O:12][C:13](=[O:18])[C:14]([CH3:16])([CH3:17])[CH3:15])[C:11]=2[CH:32]=[CH:31]1. (7) Given the reactants C(=O)([O-])[O-].[K+].[K+].[Br:7][C:8]1[CH:9]=[C:10]([OH:14])[CH:11]=[CH:12][CH:13]=1.[CH2:15]([O:17][CH:18]([O:21][CH2:22][CH3:23])[CH2:19]Br)[CH3:16], predict the reaction product. The product is: [Br:7][C:8]1[CH:13]=[CH:12][CH:11]=[C:10]([O:14][CH2:19][CH:18]([O:21][CH2:22][CH3:23])[O:17][CH2:15][CH3:16])[CH:9]=1. (8) Given the reactants [CH3:1][C:2]([N:11]1[CH2:16][CH2:15][C:14](=O)[CH2:13][CH2:12]1)([CH3:10])[C:3]([O:5][C:6]([CH3:9])([CH3:8])[CH3:7])=[O:4].[F:18][C:19]([F:35])([F:34])[C:20]1[CH:25]=[CH:24][C:23]([C:26]2[CH:31]=[CH:30][C:29]([CH2:32][NH2:33])=[CH:28][CH:27]=2)=[CH:22][CH:21]=1.C(O[BH-](OC(=O)C)OC(=O)C)(=O)C.[Na+].C(O)(=O)C.C(=O)([O-])[O-].[Na+].[Na+], predict the reaction product. The product is: [CH3:1][C:2]([N:11]1[CH2:16][CH2:15][CH:14]([NH:33][CH2:32][C:29]2[CH:28]=[CH:27][C:26]([C:23]3[CH:24]=[CH:25][C:20]([C:19]([F:18])([F:34])[F:35])=[CH:21][CH:22]=3)=[CH:31][CH:30]=2)[CH2:13][CH2:12]1)([CH3:10])[C:3]([O:5][C:6]([CH3:9])([CH3:8])[CH3:7])=[O:4].